From a dataset of Full USPTO retrosynthesis dataset with 1.9M reactions from patents (1976-2016). Predict the reactants needed to synthesize the given product. (1) Given the product [Cl:26][C:10]1[C:9]2[C:4](=[CH:5][CH:6]=[CH:7][CH:8]=2)[N:3]=[C:2]([CH3:1])[N:11]=1, predict the reactants needed to synthesize it. The reactants are: [CH3:1][C:2]1[NH:11][C:10](=O)[C:9]2[C:4](=[CH:5][CH:6]=[CH:7][CH:8]=2)[N:3]=1.C(N(CC)C1C=CC=CC=1)C.O=P(Cl)(Cl)[Cl:26].[OH-].[Na+]. (2) Given the product [Cl:1][C:2]1[N:7]=[C:6]([N:8]2[CH2:12][CH2:11][C@:10]([CH:15]([CH3:16])[CH3:17])([C:13]#[N:14])[C:9]2=[O:18])[CH:5]=[CH:4][N:3]=1, predict the reactants needed to synthesize it. The reactants are: [Cl:1][C:2]1[N:7]=[C:6]([N:8]2[CH2:12][CH2:11][C:10]([CH:15]([CH3:17])[CH3:16])([C:13]#[N:14])[C:9]2=[O:18])[CH:5]=[CH:4][N:3]=1. (3) Given the product [CH:27]1([NH:30][C:23](=[O:24])[CH2:22][N:19]2[CH2:20][CH2:21][N:17]([C:12]3[CH:13]=[CH:14][CH:15]=[C:16]4[C:11]=3[CH:10]=[N:9][N:8]4[C:3]3[CH:4]=[CH:5][CH:6]=[CH:7][C:2]=3[F:1])[C:18]2=[O:26])[CH2:29][CH2:28]1, predict the reactants needed to synthesize it. The reactants are: [F:1][C:2]1[CH:7]=[CH:6][CH:5]=[CH:4][C:3]=1[N:8]1[C:16]2[C:11](=[C:12]([N:17]3[CH2:21][CH2:20][N:19]([CH2:22][C:23](O)=[O:24])[C:18]3=[O:26])[CH:13]=[CH:14][CH:15]=2)[CH:10]=[N:9]1.[CH:27]1([NH2:30])[CH2:29][CH2:28]1.C(N(C(C)C)C(C)C)C.CN(C(ON1N=NC2C=CC=NC1=2)=[N+](C)C)C.F[P-](F)(F)(F)(F)F. (4) Given the product [CH2:22]([NH:38][C:29]1[N:34]=[C:31]([CH2:30][NH:32][C:1]([C:4]2[CH:5]=[CH:6][C:7]3[NH:13][C@@H:12]([CH2:14][C:15]([O:17][CH3:18])=[O:16])[C:11](=[O:19])[N:10]([CH3:20])[CH2:9][C:8]=3[CH:21]=2)=[O:3])[CH:26]=[CH:27][CH:28]=1)[CH3:23], predict the reactants needed to synthesize it. The reactants are: [C:1]([C:4]1[CH:5]=[CH:6][C:7]2[NH:13][C@@H:12]([CH2:14][C:15]([O:17][CH3:18])=[O:16])[C:11](=[O:19])[N:10]([CH3:20])[CH2:9][C:8]=2[CH:21]=1)([OH:3])=O.[CH2:22](Cl)[CH2:23]Cl.[CH:26]1[CH:27]=[CH:28][C:29]2[N:34](O)N=[N:32][C:30]=2[CH:31]=1.O.C[N:38](C=O)C.